Dataset: Full USPTO retrosynthesis dataset with 1.9M reactions from patents (1976-2016). Task: Predict the reactants needed to synthesize the given product. (1) Given the product [CH2:1]([N:8]1[C:16]2[C:11](=[CH:12][CH:13]=[CH:14][CH:15]=2)[C:10]([C:17]2[O:22][C:21]([C:23]3[CH:32]=[CH:31][C:30]4[C:25](=[CH:26][CH:27]=[C:28]([O:33][CH3:34])[CH:29]=4)[CH:24]=3)=[CH:20][N:19]=2)=[CH:9]1)[C:2]1[CH:3]=[CH:4][CH:5]=[CH:6][CH:7]=1, predict the reactants needed to synthesize it. The reactants are: [CH2:1]([N:8]1[C:16]2[C:11](=[CH:12][CH:13]=[CH:14][CH:15]=2)[C:10]([C:17]([NH:19][CH2:20][C:21]([C:23]2[CH:32]=[CH:31][C:30]3[C:25](=[CH:26][CH:27]=[C:28]([O:33][CH3:34])[CH:29]=3)[CH:24]=2)=[O:22])=O)=[CH:9]1)[C:2]1[CH:7]=[CH:6][CH:5]=[CH:4][CH:3]=1.C(N1C2C(=CC=CC=2)C(C2OC(C3C=CC4C(=CC=C(OC)C=4)C=3)=CN=2)=C1)C1C=CC=CC=1. (2) Given the product [CH3:16][C:13]1[CH:14]=[CH:15][C:10]2[N:11]([CH:9]=[C:3]([C:4]([O:6][CH2:7][CH3:8])=[O:5])[CH:2]=2)[CH:12]=1, predict the reactants needed to synthesize it. The reactants are: O[CH:2]([C:10]1[CH:15]=[CH:14][C:13]([CH3:16])=[CH:12][N:11]=1)[C:3](=[CH2:9])[C:4]([O:6][CH2:7][CH3:8])=[O:5].C(OC(=O)C)(=O)C. (3) The reactants are: [OH:1][CH:2]1[CH2:23][NH:22][CH2:21][CH2:20][C:3]21[C:7](=[O:8])[N:6]([C:9]1[CH:14]=[CH:13][C:12]([CH2:15][C:16]([F:19])([F:18])[F:17])=[CH:11][CH:10]=1)[CH2:5][CH2:4]2.[CH3:24][C:25]([CH3:32])([CH3:31])[CH2:26][S:27](Cl)(=[O:29])=[O:28]. Given the product [CH3:24][C:25]([CH3:32])([CH3:31])[CH2:26][S:27]([N:22]1[CH2:21][CH2:20][C:3]2([C:7](=[O:8])[N:6]([C:9]3[CH:14]=[CH:13][C:12]([CH2:15][C:16]([F:19])([F:17])[F:18])=[CH:11][CH:10]=3)[CH2:5][CH2:4]2)[CH:2]([OH:1])[CH2:23]1)(=[O:29])=[O:28], predict the reactants needed to synthesize it. (4) Given the product [CH2:31]([O:33][C:34](=[O:60])[C:35]1[CH:40]=[CH:39][C:38]([C:41]2[N:42]=[C:43]3[C:48](=[N:49][CH:50]=2)[N:47]=[C:46]([NH:18][CH2:19][C:20]2[CH:21]=[CH:22][C:23]([S:26](=[O:28])(=[O:27])[NH2:29])=[CH:24][CH:25]=2)[N:45]=[C:44]3[NH:54][CH2:55][C:56]([F:58])([F:59])[F:57])=[CH:37][CH:36]=1)[CH3:32], predict the reactants needed to synthesize it. The reactants are: FC1C=CC(C2N=C3C(=NC=2)N=C([NH:18][CH2:19][C:20]2[CH:25]=[CH:24][C:23]([S:26]([NH2:29])(=[O:28])=[O:27])=[CH:22][CH:21]=2)NC3=O)=CC=1.[CH2:31]([O:33][C:34](=[O:60])[C:35]1[CH:40]=[CH:39][C:38]([C:41]2[N:42]=[C:43]3[C:48](=[N:49][CH:50]=2)[N:47]=[C:46](S(C)=O)[N:45]=[C:44]3[NH:54][CH2:55][C:56]([F:59])([F:58])[F:57])=[CH:37][CH:36]=1)[CH3:32]. (5) Given the product [Cl:32][C:29]1[CH:28]=[N:27][C:26]([NH:1][CH2:2][C@@H:3]2[C@H:8]([CH3:9])[CH2:7][CH2:6][CH2:5][N:4]2[C:10]([C:12]2[CH:17]=[C:16]([F:18])[C:15]([F:19])=[CH:14][C:13]=2[N:20]2[N:24]=[CH:23][CH:22]=[N:21]2)=[O:11])=[N:31][CH:30]=1, predict the reactants needed to synthesize it. The reactants are: [NH2:1][CH2:2][C@@H:3]1[C@H:8]([CH3:9])[CH2:7][CH2:6][CH2:5][N:4]1[C:10]([C:12]1[CH:17]=[C:16]([F:18])[C:15]([F:19])=[CH:14][C:13]=1[N:20]1[N:24]=[CH:23][CH:22]=[N:21]1)=[O:11].Cl[C:26]1[N:31]=[CH:30][C:29]([Cl:32])=[CH:28][N:27]=1. (6) Given the product [Cl:51][C:50]1[C:45]([CH2:44][N:35]2[CH2:36][CH2:37][CH:32]([C:17]([CH3:16])([S:19]([C:22]3[CH:27]=[CH:26][CH:25]=[C:24]([C:28]([F:29])([F:31])[F:30])[CH:23]=3)(=[O:20])=[O:21])[CH3:18])[CH2:33][C:34]2=[O:38])=[N:46][CH:47]=[C:48]([C:52]([F:54])([F:53])[F:55])[CH:49]=1, predict the reactants needed to synthesize it. The reactants are: CC1(C)CCCC(C)(C)N1.[Li]CCCC.[CH3:16][C:17]([CH:32]1[CH2:37][CH2:36][NH:35][C:34](=[O:38])[CH2:33]1)([S:19]([C:22]1[CH:27]=[CH:26][CH:25]=[C:24]([C:28]([F:31])([F:30])[F:29])[CH:23]=1)(=[O:21])=[O:20])[CH3:18].CS(O[CH2:44][C:45]1[C:50]([Cl:51])=[CH:49][C:48]([C:52]([F:55])([F:54])[F:53])=[CH:47][N:46]=1)(=O)=O. (7) Given the product [CH:8]([C:13]1[C:14]2[C:19](=[CH:18][CH:17]=[C:16]([C:20]([O:22][CH3:23])=[O:21])[CH:15]=2)[NH:11][CH:12]=1)=[O:9], predict the reactants needed to synthesize it. The reactants are: P(Cl)(Cl)(Cl)=O.CN(C)[CH:8]=[O:9].[NH:11]1[C:19]2[C:14](=[CH:15][C:16]([C:20]([O:22][CH3:23])=[O:21])=[CH:17][CH:18]=2)[CH:13]=[CH:12]1.C(=O)([O-])[O-].[K+].[K+].